From a dataset of Full USPTO retrosynthesis dataset with 1.9M reactions from patents (1976-2016). Predict the reactants needed to synthesize the given product. (1) Given the product [CH3:1][N:2]1[C:10]2[C:5](=[CH:6][CH:7]=[C:8]([NH2:11])[CH:9]=2)[CH:4]=[N:3]1, predict the reactants needed to synthesize it. The reactants are: [CH3:1][N:2]1[C:10]2[C:5](=[CH:6][CH:7]=[C:8]([N+:11]([O-])=O)[CH:9]=2)[CH:4]=[N:3]1.[H][H]. (2) Given the product [Br:25][C:15]1[CH:16]=[C:11]([CH2:10][S:7]([N:1]2[CH2:2][CH2:3][O:4][CH2:5][CH2:6]2)(=[O:9])=[O:8])[CH:12]=[CH:13][C:14]=1[NH2:17], predict the reactants needed to synthesize it. The reactants are: [N:1]1([S:7]([CH2:10][C:11]2[CH:16]=[CH:15][C:14]([NH2:17])=[CH:13][CH:12]=2)(=[O:9])=[O:8])[CH2:6][CH2:5][O:4][CH2:3][CH2:2]1.C1C(=O)N([Br:25])C(=O)C1.C([O-])(O)=O.[Na+]. (3) Given the product [OH:19][CH:16]1[CH2:17][CH2:18][N:13]([C:2]([O:4][CH2:5][C:6]2[CH:11]=[CH:10][CH:9]=[CH:8][CH:7]=2)=[O:3])[CH2:14][CH2:15]1, predict the reactants needed to synthesize it. The reactants are: Cl[C:2]([O:4][CH2:5][C:6]1[CH:11]=[CH:10][CH:9]=[CH:8][CH:7]=1)=[O:3].Cl.[NH:13]1[CH2:18][CH2:17][CH:16]([OH:19])[CH2:15][CH2:14]1.[OH-].[Na+].Cl. (4) The reactants are: [Cl:1][C:2]1[C:3]([F:45])=[C:4]([C@@H:8]2[C@:12]([C:15]3[CH:20]=[CH:19][C:18]([Cl:21])=[CH:17][C:16]=3[F:22])([C:13]#[N:14])[C@H:11]([CH2:23][C:24]([CH3:27])([CH3:26])[CH3:25])[NH:10][C@H:9]2[C:28]([NH:30][C:31]2[CH:42]=[CH:41][C:34]([C:35]([O:37][CH2:38][CH2:39][OH:40])=[O:36])=[CH:33][C:32]=2[O:43][CH3:44])=[O:29])[CH:5]=[CH:6][CH:7]=1.[C:46]([O:50][C:51]([N:53]([CH3:58])[CH2:54][C:55](O)=[O:56])=[O:52])([CH3:49])([CH3:48])[CH3:47]. Given the product [C:46]([O:50][C:51]([N:53]([CH3:58])[CH2:54][C:55]([O:40][CH2:39][CH2:38][O:37][C:35](=[O:36])[C:34]1[CH:41]=[CH:42][C:31]([NH:30][C:28]([C@H:9]2[C@H:8]([C:4]3[CH:5]=[CH:6][CH:7]=[C:2]([Cl:1])[C:3]=3[F:45])[C@:12]([C:15]3[CH:20]=[CH:19][C:18]([Cl:21])=[CH:17][C:16]=3[F:22])([C:13]#[N:14])[C@H:11]([CH2:23][C:24]([CH3:25])([CH3:26])[CH3:27])[NH:10]2)=[O:29])=[C:32]([O:43][CH3:44])[CH:33]=1)=[O:56])=[O:52])([CH3:49])([CH3:48])[CH3:47], predict the reactants needed to synthesize it. (5) Given the product [OH:6][C:2]([CH3:7])([CH3:1])[C:3]([NH:8][C@H:9]([C:11]([N:13]1[C:19](=[O:20])[CH:18]([CH3:21])[C:17]2[CH:22]=[CH:23][CH:24]=[CH:25][C:16]=2[C:15]2[C:26]([NH2:30])=[CH:27][CH:28]=[CH:29][C:14]1=2)=[O:12])[CH3:10])=[O:4], predict the reactants needed to synthesize it. The reactants are: [CH3:1][C:2]([CH3:7])([OH:6])[C:3](O)=[O:4].[NH2:8][C@H:9]([C:11]([N:13]1[C:19](=[O:20])[CH:18]([CH3:21])[C:17]2[CH:22]=[CH:23][CH:24]=[CH:25][C:16]=2[C:15]2[C:26]([NH2:30])=[CH:27][CH:28]=[CH:29][C:14]1=2)=[O:12])[CH3:10].